From a dataset of Full USPTO retrosynthesis dataset with 1.9M reactions from patents (1976-2016). Predict the reactants needed to synthesize the given product. (1) Given the product [Cl-:23].[CH:17]1([PH+:10]([CH:4]2[CH2:5][CH2:6][CH2:7][CH2:8][CH2:9]2)[CH:11]2[CH2:16][CH2:15][CH2:14][CH2:13][CH2:12]2)[CH2:18][CH2:19][CH2:20][CH2:21][CH2:22]1, predict the reactants needed to synthesize it. The reactants are: C(=S)=S.[CH:4]1([P:10]([CH:17]2[CH2:22][CH2:21][CH2:20][CH2:19][CH2:18]2)[CH:11]2[CH2:16][CH2:15][CH2:14][CH2:13][CH2:12]2)[CH2:9][CH2:8][CH2:7][CH2:6][CH2:5]1.[Cl-:23].Cl.C1(P(C2CCCCC2)C2CCCCC2)CCCCC1. (2) Given the product [NH2:1][C:2]1[C:11]2[C:6](=[C:7]([C:12]3[CH:20]=[CH:19][CH:18]=[C:14]([C:15]([N:27]4[CH2:30][CH2:29][CH2:28]4)=[O:17])[CH:13]=3)[CH:8]=[CH:9][CH:10]=2)[N:5]=[N:4][C:3]=1[C:21]([NH:22][CH2:23][CH2:24][CH3:25])=[O:26], predict the reactants needed to synthesize it. The reactants are: [NH2:1][C:2]1[C:11]2[C:6](=[C:7]([C:12]3[CH:13]=[C:14]([CH:18]=[CH:19][CH:20]=3)[C:15]([OH:17])=O)[CH:8]=[CH:9][CH:10]=2)[N:5]=[N:4][C:3]=1[C:21](=[O:26])[NH:22][CH2:23][CH2:24][CH3:25].[NH:27]1[CH2:30][CH2:29][CH2:28]1.CN1CCOCC1.ON1C2C=CC=CC=2N=N1. (3) Given the product [NH2:10][C:8]1[CH:7]=[CH:6][C:5]([CH:13]([C:15]2[CH:20]=[C:19]([CH3:21])[CH:18]=[CH:17][N:16]=2)[OH:14])=[C:4]([O:3][CH2:1][CH3:2])[CH:9]=1, predict the reactants needed to synthesize it. The reactants are: [CH2:1]([O:3][C:4]1[CH:9]=[C:8]([N+:10]([O-])=O)[CH:7]=[CH:6][C:5]=1[CH:13]([C:15]1[CH:20]=[C:19]([CH3:21])[CH:18]=[CH:17][N:16]=1)[OH:14])[CH3:2]. (4) The reactants are: C(N=C=NCCCN(C)C)C.[CH3:12][C:13]1[C:17]([C:18]([OH:20])=[O:19])=[C:16]([CH3:21])[O:15][N:14]=1.[Cl:22][C:23]1[CH:40]=[CH:39][C:26]([CH2:27][O:28][C:29]2[CH:38]=[CH:37][C:32](/[C:33](=[N:35]/O)/[NH2:34])=[CH:31][CH:30]=2)=[CH:25][CH:24]=1. Given the product [Cl:22][C:23]1[CH:40]=[CH:39][C:26]([CH2:27][O:28][C:29]2[CH:38]=[CH:37][C:32](/[C:33](=[N:34]/[O:19][C:18]([C:17]3[C:13]([CH3:12])=[N:14][O:15][C:16]=3[CH3:21])=[O:20])/[NH2:35])=[CH:31][CH:30]=2)=[CH:25][CH:24]=1, predict the reactants needed to synthesize it. (5) The reactants are: O=[C:2]([CH:8]1[CH2:12][CH2:11][CH2:10][C:9]1=O)[C:3]([O:5][CH2:6][CH3:7])=[O:4].Cl.[Br:15][C:16]1[CH:17]=[C:18]([NH:22][NH2:23])[CH:19]=[CH:20][CH:21]=1. Given the product [Br:15][C:16]1[CH:17]=[C:18]([N:22]2[C:9]3[CH2:10][CH2:11][CH2:12][C:8]=3[C:2]([C:3]([O:5][CH2:6][CH3:7])=[O:4])=[N:23]2)[CH:19]=[CH:20][CH:21]=1, predict the reactants needed to synthesize it. (6) Given the product [F:1][C:2]1[CH:7]=[CH:6][C:5]([CH:8]([CH2:26][N:27]2[C:31]([CH3:32])=[CH:30][N:29]=[CH:28]2)[CH2:9][C:10]2[CH:19]=[CH:18][C:13]([C:14]([O:16][CH3:17])=[O:15])=[C:12]([C:20]3[CH:25]=[CH:24][CH:23]=[CH:22][CH:21]=3)[CH:11]=2)=[CH:4][CH:3]=1, predict the reactants needed to synthesize it. The reactants are: [F:1][C:2]1[CH:7]=[CH:6][C:5]([C:8](=[CH:26][N:27]2[C:31]([CH3:32])=[CH:30][N:29]=[CH:28]2)[CH2:9][C:10]2[CH:19]=[CH:18][C:13]([C:14]([O:16][CH3:17])=[O:15])=[C:12]([C:20]3[CH:25]=[CH:24][CH:23]=[CH:22][CH:21]=3)[CH:11]=2)=[CH:4][CH:3]=1. (7) The reactants are: [C:1]([CH2:3][C:4]1[CH:5]=[C:6]([NH:10][C:11]([C:13]2[CH:18]=[CH:17][CH:16]=[C:15](Br)[N:14]=2)=[O:12])[CH:7]=[CH:8][CH:9]=1)#[N:2].[Cl:20][C:21]1[CH:26]=[CH:25][C:24](B(O)O)=[CH:23][CH:22]=1. Given the product [C:1]([CH2:3][C:4]1[CH:5]=[C:6]([NH:10][C:11]([C:13]2[CH:18]=[CH:17][CH:16]=[C:15]([C:24]3[CH:25]=[CH:26][C:21]([Cl:20])=[CH:22][CH:23]=3)[N:14]=2)=[O:12])[CH:7]=[CH:8][CH:9]=1)#[N:2], predict the reactants needed to synthesize it. (8) Given the product [CH3:19][N:20]([CH3:21])[C:6]1[N:1]=[CH:2][C:3]([C:7]2[C:15]3[C:10](=[CH:11][C:12]([CH:16]=[O:17])=[CH:13][CH:14]=3)[NH:9][N:8]=2)=[CH:4][CH:5]=1, predict the reactants needed to synthesize it. The reactants are: [N:1]1[CH:6]=[CH:5][CH:4]=[C:3]([C:7]2[C:15]3[C:10](=[CH:11][C:12]([CH:16]=[O:17])=[CH:13][CH:14]=3)[NH:9][N:8]=2)[CH:2]=1.O.[CH3:19][N:20](C)[C:21]1C=CC(B(O)O)=CN=1. (9) Given the product [Br:16][CH:3]([C:2](=[O:1])[C:10]1[CH:11]=[CH:12][CH:13]=[CH:14][CH:15]=1)[CH2:4][CH2:5][C:6]([O:8][CH3:9])=[O:7], predict the reactants needed to synthesize it. The reactants are: [O:1]=[C:2]([C:10]1[CH:15]=[CH:14][CH:13]=[CH:12][CH:11]=1)[CH2:3][CH2:4][CH2:5][C:6]([O:8][CH3:9])=[O:7].[Br:16]Br.S([O-])([O-])=O.[Na+].[Na+].